From a dataset of Full USPTO retrosynthesis dataset with 1.9M reactions from patents (1976-2016). Predict the reactants needed to synthesize the given product. (1) Given the product [OH:22][C@@H:20]1[CH2:19][N:18]([C:23](=[O:33])[C@@H:24]([NH:28][C:29]([O:30][CH3:31])=[O:32])[CH:25]([CH3:26])[CH3:27])[C@H:17]([C:15]2[NH:16][C:12]([C:7]3[CH:8]=[C:9]4[C:4](=[CH:5][CH:6]=3)[CH:3]=[C:2]([C:42]3[CH:43]=[CH:44][C:45]([C:48]5[NH:52][C:51]([C@@H:53]6[CH2:57][CH2:56][CH2:55][N:54]6[C:58]([O:60][C:61]([CH3:64])([CH3:63])[CH3:62])=[O:59])=[N:50][CH:49]=5)=[CH:46][CH:47]=3)[CH:11]=[CH:10]4)=[CH:13][N:14]=2)[CH2:21]1, predict the reactants needed to synthesize it. The reactants are: Br[C:2]1[CH:3]=[C:4]2[C:9](=[CH:10][CH:11]=1)[CH:8]=[C:7]([C:12]1[NH:16][C:15]([C@@H:17]3[CH2:21][C@H:20]([OH:22])[CH2:19][N:18]3[C:23](=[O:33])[C@@H:24]([NH:28][C:29](=[O:32])[O:30][CH3:31])[CH:25]([CH3:27])[CH3:26])=[N:14][CH:13]=1)[CH:6]=[CH:5]2.CC1(C)C(C)(C)OB([C:42]2[CH:47]=[CH:46][C:45]([C:48]3[NH:52][C:51]([C@@H:53]4[CH2:57][CH2:56][CH2:55][N:54]4[C:58]([O:60][C:61]([CH3:64])([CH3:63])[CH3:62])=[O:59])=[N:50][CH:49]=3)=[CH:44][CH:43]=2)O1.C([O-])([O-])=O.[K+].[K+]. (2) Given the product [CH3:17][C:16]([S@:20](/[N:22]=[CH:12]/[C:11]1[CH:14]=[CH:15][C:8]([O:7][C:5]2[CH:6]=[N:1][CH:2]=[N:3][CH:4]=2)=[CH:9][CH:10]=1)=[O:21])([CH3:19])[CH3:18], predict the reactants needed to synthesize it. The reactants are: [N:1]1[CH:6]=[C:5]([O:7][C:8]2[CH:15]=[CH:14][C:11]([CH:12]=O)=[CH:10][CH:9]=2)[CH:4]=[N:3][CH:2]=1.[C:16]([S@:20]([NH2:22])=[O:21])([CH3:19])([CH3:18])[CH3:17]. (3) Given the product [CH:1]([O:4][C:5]([N:7]1[CH2:12][CH2:11][CH:10]([CH2:13][O:14][C:15]2[CH:20]=[CH:19][CH:18]=[C:17]([B:33]3[O:37][C:36]([CH3:39])([CH3:38])[C:35]([CH3:41])([CH3:40])[O:34]3)[CH:16]=2)[CH2:9][CH2:8]1)=[O:6])([CH3:3])[CH3:2], predict the reactants needed to synthesize it. The reactants are: [CH:1]([O:4][C:5]([N:7]1[CH2:12][CH2:11][CH:10]([CH2:13][O:14][C:15]2[CH:20]=[CH:19][CH:18]=[C:17](Br)[CH:16]=2)[CH2:9][CH2:8]1)=[O:6])([CH3:3])[CH3:2].O1CCOCC1.C([O-])(=O)C.[K+].[B:33]1([B:33]2[O:37][C:36]([CH3:39])([CH3:38])[C:35]([CH3:41])([CH3:40])[O:34]2)[O:37][C:36]([CH3:39])([CH3:38])[C:35]([CH3:41])([CH3:40])[O:34]1. (4) Given the product [CH3:1][O:2][C:3]([C:5]1[S:6][C:7]([C:14]2[CH:15]=[CH:16][CH:17]=[CH:18][CH:19]=2)=[CH:8][C:9]=1[N:10]([CH:11]([CH3:13])[CH3:12])[C:55]([CH:52]1[CH2:53][CH2:54][C:49](=[O:48])[CH2:50][CH2:51]1)=[O:56])=[O:4], predict the reactants needed to synthesize it. The reactants are: [CH3:1][O:2][C:3]([C:5]1[S:6][C:7]([C:14]2[CH:19]=[CH:18][CH:17]=[CH:16][CH:15]=2)=[CH:8][C:9]=1[NH:10][CH:11]([CH3:13])[CH3:12])=[O:4].ClNC(=O)CCC(N)=O.C1(P(C2C=CC=CC=2)C2C=CC=CC=2)C=CC=CC=1.[O:48]=[C:49]1[CH2:54][CH2:53][CH:52]([C:55](O)=[O:56])[CH2:51][CH2:50]1. (5) The reactants are: [C:1](OC(OC(C)(C)C)=O)(OC(C)(C)C)=[O:2].[CH:16]([C:19]1[CH:20]=[C:21]([CH:23]=[CH:24][CH:25]=1)[NH2:22])([CH3:18])[CH3:17].[CH3:26][O:27][C:28]1[CH:29]=[C:30]2[C:35](=[CH:36][C:37]=1[O:38][CH3:39])[N:34]=[CH:33][N:32]=[C:31]2[N:40]1[CH2:45][CH2:44][NH:43][CH2:42][CH2:41]1. Given the product [CH3:26][O:27][C:28]1[CH:29]=[C:30]2[C:35](=[CH:36][C:37]=1[O:38][CH3:39])[N:34]=[CH:33][N:32]=[C:31]2[N:40]1[CH2:41][CH2:42][N:43]([C:1]([NH:22][C:21]2[CH:23]=[CH:24][CH:25]=[C:19]([CH:16]([CH3:18])[CH3:17])[CH:20]=2)=[O:2])[CH2:44][CH2:45]1, predict the reactants needed to synthesize it. (6) Given the product [CH2:1]([N:4]1[CH:9]([C:10]([O:12][CH3:13])=[O:11])[CH:8]([C:14]2[CH:19]=[CH:18][C:17]([Cl:20])=[C:16]([Cl:21])[CH:15]=2)[C:7]2[CH:22]=[C:23]([N:75]3[CH2:80][CH2:79][O:78][CH2:77][CH2:76]3)[S:24][C:6]=2[C:5]1=[O:26])[CH:2]=[CH2:3], predict the reactants needed to synthesize it. The reactants are: [CH2:1]([N:4]1[CH:9]([C:10]([O:12][CH3:13])=[O:11])[CH:8]([C:14]2[CH:19]=[CH:18][C:17]([Cl:20])=[C:16]([Cl:21])[CH:15]=2)[C:7]2[CH:22]=[C:23](Br)[S:24][C:6]=2[C:5]1=[O:26])[CH:2]=[CH2:3].C1(P(C2C=CC=CC=2)C2C3OC4C(=CC=CC=4P(C4C=CC=CC=4)C4C=CC=CC=4)C(C)(C)C=3C=CC=2)C=CC=CC=1.C(=O)([O-])[O-].[Cs+].[Cs+].[NH:75]1[CH2:80][CH2:79][O:78][CH2:77][CH2:76]1.